Predict the product of the given reaction. From a dataset of Forward reaction prediction with 1.9M reactions from USPTO patents (1976-2016). (1) Given the reactants [CH3:1][N:2]1[CH2:7][CH2:6][N:5]([C:8]2[C:13]([CH:14]=[C:15]3[CH2:19][CH2:18][NH:17][C:16]3=[O:20])=[CH:12][CH:11]=[CH:10][N:9]=2)[CH2:4][CH2:3]1, predict the reaction product. The product is: [CH3:1][N:2]1[CH2:3][CH2:4][N:5]([C:8]2[C:13]([CH2:14][CH:15]3[CH2:19][CH2:18][NH:17][C:16]3=[O:20])=[CH:12][CH:11]=[CH:10][N:9]=2)[CH2:6][CH2:7]1. (2) Given the reactants C(NC(C)C)(C)C.C([Li])CCC.[F:13][C:14]1[CH:19]=[C:18]([F:20])[CH:17]=[CH:16][C:15]=1[Br:21].[Cl:22]C(Cl)(Cl)C(C(Cl)(Cl)Cl)=O, predict the reaction product. The product is: [Cl:22][C:19]1[C:14]([F:13])=[C:15]([Br:21])[CH:16]=[CH:17][C:18]=1[F:20]. (3) The product is: [C:19]1([C:26]2[CH:27]=[CH:28][CH:29]=[CH:30][CH:31]=2)[CH:24]=[CH:23][CH:22]=[C:21]([O:1][CH2:2][CH2:3][CH2:4][C:5]2[C:13]3[C:8](=[CH:9][CH:10]=[CH:11][CH:12]=3)[NH:7][C:6]=2[C:14]([O:16][CH2:17][CH3:18])=[O:15])[CH:20]=1. Given the reactants [OH:1][CH2:2][CH2:3][CH2:4][C:5]1[C:13]2[C:8](=[CH:9][CH:10]=[CH:11][CH:12]=2)[NH:7][C:6]=1[C:14]([O:16][CH2:17][CH3:18])=[O:15].[C:19]1([C:26]2[CH:31]=[CH:30][CH:29]=[CH:28][CH:27]=2)[CH:24]=[CH:23][CH:22]=[C:21](O)[CH:20]=1, predict the reaction product. (4) Given the reactants [CH:1]1([N:7]2[CH2:13][C@@H:12]([NH:14]C(=O)C(F)(F)F)[C:11](=[O:21])[N:10]([CH2:22][C:23](=[O:28])[C:24]([CH3:27])([CH3:26])[CH3:25])[C:9]3[CH:29]=[CH:30][CH:31]=[CH:32][C:8]2=3)[CH2:6][CH2:5][CH2:4][CH2:3][CH2:2]1.Cl.O, predict the reaction product. The product is: [NH2:14][C@H:12]1[C:11](=[O:21])[N:10]([CH2:22][C:23](=[O:28])[C:24]([CH3:27])([CH3:26])[CH3:25])[C:9]2[CH:29]=[CH:30][CH:31]=[CH:32][C:8]=2[N:7]([CH:1]2[CH2:6][CH2:5][CH2:4][CH2:3][CH2:2]2)[CH2:13]1. (5) Given the reactants [C:1]([O:5][C:6]([N:8]1[CH2:13][CH2:12][CH2:11][CH2:10][CH:9]1[CH2:14][NH2:15])=[O:7])([CH3:4])([CH3:3])[CH3:2].Cl[C:17]1[S:18][C:19]2[CH:25]=[CH:24][CH:23]=[CH:22][C:20]=2[N:21]=1, predict the reaction product. The product is: [C:1]([O:5][C:6]([N:8]1[CH2:13][CH2:12][CH2:11][CH2:10][CH:9]1[CH2:14][NH:15][C:17]1[S:18][C:19]2[CH:25]=[CH:24][CH:23]=[CH:22][C:20]=2[N:21]=1)=[O:7])([CH3:4])([CH3:3])[CH3:2].